Dataset: Full USPTO retrosynthesis dataset with 1.9M reactions from patents (1976-2016). Task: Predict the reactants needed to synthesize the given product. (1) Given the product [NH2:51][C:32](=[O:34])[C@@H:23]([NH:24][C:25](=[O:26])[O:27][C:28]([CH3:29])([CH3:30])[CH3:31])[CH2:22][S:21][C:16]1[CH:15]=[N:14][C:13]([N:12]([S:9]([C:3]2[CH:4]=[CH:5][CH:6]=[C:7]([Cl:8])[C:2]=2[Cl:1])(=[O:11])=[O:10])[CH2:35][O:36][CH2:37][CH2:38][Si:39]([CH3:42])([CH3:40])[CH3:41])=[C:18]([O:19][CH3:20])[N:17]=1, predict the reactants needed to synthesize it. The reactants are: [Cl:1][C:2]1[C:7]([Cl:8])=[CH:6][CH:5]=[CH:4][C:3]=1[S:9]([N:12]([CH2:35][O:36][CH2:37][CH2:38][Si:39]([CH3:42])([CH3:41])[CH3:40])[C:13]1[N:14]=[CH:15][C:16]([S:21][CH2:22][C@@H:23]([C:32]([OH:34])=O)[NH:24][C:25]([O:27][C:28]([CH3:31])([CH3:30])[CH3:29])=[O:26])=[N:17][C:18]=1[O:19][CH3:20])(=[O:11])=[O:10].ClC(OCC(C)C)=O.[NH3:51].[Cl-].[NH4+]. (2) Given the product [CH3:14][C:9]1[CH:8]=[C:7]([C:5](=[O:6])[CH2:4][CH2:3][CH2:2][N:29]2[CH2:30][CH2:31][CH:26]([C:22]3[N:21]=[C:20]([NH:19][C:17](=[O:18])[CH:16]([CH3:15])[CH3:32])[CH:25]=[CH:24][CH:23]=3)[CH2:27][CH2:28]2)[CH:12]=[CH:11][C:10]=1[CH3:13], predict the reactants needed to synthesize it. The reactants are: Cl[CH2:2][CH2:3][CH2:4][C:5]([C:7]1[CH:12]=[CH:11][C:10]([CH3:13])=[C:9]([CH3:14])[CH:8]=1)=[O:6].[CH3:15][CH:16]([CH3:32])[C:17]([NH:19][C:20]1[CH:25]=[CH:24][CH:23]=[C:22]([CH:26]2[CH2:31][CH2:30][NH:29][CH2:28][CH2:27]2)[N:21]=1)=[O:18]. (3) Given the product [CH2:14]([C:13]([C:10]1[CH:11]=[CH:12][C:7]([CH2:6][CH2:5][C:4]([OH:41])=[O:3])=[C:8]([CH3:40])[CH:9]=1)([C:16]1[CH:21]=[CH:20][C:19](/[CH:22]=[CH:23]/[C:24]([OH:33])([C:29]([F:31])([F:30])[F:32])[C:25]([F:28])([F:26])[F:27])=[C:18]([CH3:37])[CH:17]=1)[CH2:38][CH3:39])[CH3:15], predict the reactants needed to synthesize it. The reactants are: C([O:3][C:4](=[O:41])[CH2:5][CH2:6][C:7]1[CH:12]=[CH:11][C:10]([C:13]([CH2:38][CH3:39])([C:16]2[CH:21]=[CH:20][C:19](/[CH:22]=[CH:23]/[C:24]([O:33]COC)([C:29]([F:32])([F:31])[F:30])[C:25]([F:28])([F:27])[F:26])=[C:18]([CH3:37])[CH:17]=2)[CH2:14][CH3:15])=[CH:9][C:8]=1[CH3:40])C.[OH-].[K+].Cl. (4) Given the product [C:17]([O:16][C:14]([N:21]1[CH2:26][CH2:25][CH2:24][C@H:23]([C:27](=[O:29])[NH2:3])[CH2:22]1)=[O:15])([CH3:20])([CH3:19])[CH3:18], predict the reactants needed to synthesize it. The reactants are: C([N:3](CC)CC)C.ClC(OCC)=O.[C:14]([N:21]1[CH2:26][CH2:25][CH2:24][C@H:23]([C:27]([OH:29])=O)[CH2:22]1)([O:16][C:17]([CH3:20])([CH3:19])[CH3:18])=[O:15]. (5) Given the product [CH3:16][O:9][C:8]([C:4]1[O:3][CH:2]=[CH:1][C:6](=[O:7])[CH:5]=1)=[O:10], predict the reactants needed to synthesize it. The reactants are: [CH:1]1[C:6](=[O:7])[CH:5]=[C:4]([C:8]([OH:10])=[O:9])[O:3][CH:2]=1.OS(O)(=O)=O.[CH3:16]O.